From a dataset of Catalyst prediction with 721,799 reactions and 888 catalyst types from USPTO. Predict which catalyst facilitates the given reaction. (1) Reactant: [CH3:1][C:2]1[CH:3]=[C:4]([CH:6]=[CH:7][C:8]=1[CH3:9])[NH2:5].[N+:10]([C:13]1[CH:18]=[C:17]([N+:19]([O-:21])=[O:20])[C:16]([OH:22])=[CH:15][C:14]=1F)([O-:12])=[O:11]. Product: [CH3:1][C:2]1[CH:3]=[C:4]([NH:5][C:14]2[CH:15]=[C:16]([OH:22])[C:17]([N+:19]([O-:21])=[O:20])=[CH:18][C:13]=2[N+:10]([O-:12])=[O:11])[CH:6]=[CH:7][C:8]=1[CH3:9]. The catalyst class is: 8. (2) Reactant: [Br:1][C:2]1[CH:7]=[C:6]([CH:8]([OH:11])[CH:9]=[CH2:10])[C:5]([OH:12])=[C:4]([Cl:13])[CH:3]=1.C1C=C(Cl)C=C(C(OO)=[O:22])C=1.[OH-].[K+]. Product: [Br:1][C:2]1[CH:3]=[C:4]([Cl:13])[C:5]2[O:12][CH:9]([CH2:10][OH:22])[CH:8]([OH:11])[C:6]=2[CH:7]=1. The catalyst class is: 46.